The task is: Predict the reactants needed to synthesize the given product.. This data is from Retrosynthesis with 50K atom-mapped reactions and 10 reaction types from USPTO. (1) The reactants are: CC(C)c1cccc(C(C)C)c1N=C=O.Cc1ccc(NCc2ccc(N(C)C)cc2)c(C)c1. Given the product Cc1ccc(N(Cc2ccc(N(C)C)cc2)C(=O)Nc2c(C(C)C)cccc2C(C)C)c(C)c1, predict the reactants needed to synthesize it. (2) The reactants are: Cn1cccc1C1=CCNCC1.O=C(O)c1cc2ncc(Br)cn2n1. Given the product Cn1cccc1C1=CCN(C(=O)c2cc3ncc(Br)cn3n2)CC1, predict the reactants needed to synthesize it. (3) Given the product NC(=O)c1cc([N+](=O)[O-])c(Sc2c(Cl)cncc2Cl)s1, predict the reactants needed to synthesize it. The reactants are: N.O=C(O)c1cc([N+](=O)[O-])c(Sc2c(Cl)cncc2Cl)s1.